From a dataset of Reaction yield outcomes from USPTO patents with 853,638 reactions. Predict the reaction yield, written as a fraction of the theoretical maximum amount of product (1.0 means a 100% yield; for example, 0.34 means a 34% yield). (1) The reactants are [CH2:1]([N:8]([CH2:24][C@H:25]([OH:46])[CH2:26][O:27][C:28]1[CH:33]=[CH:32][C:31]([O:34][CH2:35][C:36]2[CH:41]=[CH:40][CH:39]=[CH:38][CH:37]=2)=[C:30]([S:42]([CH3:45])(=[O:44])=[O:43])[CH:29]=1)[C@H:9]1[CH2:14][CH2:13][C@H:12]([C:15]2[CH:23]=[CH:22][C:18]([C:19](O)=[O:20])=[CH:17][CH:16]=2)[CH2:11][CH2:10]1)[C:2]1[CH:7]=[CH:6][CH:5]=[CH:4][CH:3]=1.O[N:48]1[C:52]2[CH:53]=[CH:54][CH:55]=[CH:56][C:51]=2N=[N:49]1.Cl.C(N=C=NCCCN(C)C)C.C1(NN)C=CC=CC=1. The catalyst is ClCCl.C(#N)C.C(N(CC)CC)C. The product is [CH2:1]([N:8]([CH2:24][C@H:25]([OH:46])[CH2:26][O:27][C:28]1[CH:33]=[CH:32][C:31]([O:34][CH2:35][C:36]2[CH:41]=[CH:40][CH:39]=[CH:38][CH:37]=2)=[C:30]([S:42]([CH3:45])(=[O:44])=[O:43])[CH:29]=1)[C@H:9]1[CH2:10][CH2:11][C@H:12]([C:15]2[CH:16]=[CH:17][C:18]([C:19]([NH:49][NH:48][C:52]3[CH:53]=[CH:54][CH:55]=[CH:56][CH:51]=3)=[O:20])=[CH:22][CH:23]=2)[CH2:13][CH2:14]1)[C:2]1[CH:3]=[CH:4][CH:5]=[CH:6][CH:7]=1. The yield is 0.500. (2) The reactants are [I:1][C:2]1[CH:3]=[C:4]([CH:8]=[CH:9][C:10]=1[OH:11])[C:5]([OH:7])=O.C(Cl)CCl.C1C=CC2N(O)N=NC=2C=1.CCN(C(C)C)C(C)C.[C:35]1([CH2:41][CH2:42][CH2:43][CH2:44][CH2:45][CH2:46][CH2:47][CH2:48][NH2:49])[CH:40]=[CH:39][CH:38]=[CH:37][CH:36]=1. The catalyst is CN(C=O)C.O. The product is [C:35]1([CH2:41][CH2:42][CH2:43][CH2:44][CH2:45][CH2:46][CH2:47][CH2:48][NH:49][C:5](=[O:7])[C:4]2[CH:8]=[CH:9][C:10]([OH:11])=[C:2]([I:1])[CH:3]=2)[CH:40]=[CH:39][CH:38]=[CH:37][CH:36]=1. The yield is 0.990. (3) The reactants are [I:1]I.N1C=CC=CC=1.[Si:9]([O:16][C@@H:17]1[CH2:21][C:20](=[O:22])[CH:19]=[CH:18]1)([C:12]([CH3:15])([CH3:14])[CH3:13])([CH3:11])[CH3:10].Cl. The catalyst is C(Cl)Cl. The product is [Si:9]([O:16][C@@H:17]1[CH2:21][C:20](=[O:22])[C:19]([I:1])=[CH:18]1)([C:12]([CH3:15])([CH3:14])[CH3:13])([CH3:11])[CH3:10]. The yield is 0.990. (4) The reactants are F[C:2]1[CH:9]=[CH:8][C:5]([CH:6]=[O:7])=[CH:4][CH:3]=1.[CH3:10][CH:11]1[CH2:16][NH:15][CH2:14][CH:13]([CH3:17])[NH:12]1.C([O-])([O-])=O.[K+].[K+]. The catalyst is CN(C=O)C.O. The product is [CH3:10][CH:11]1[NH:12][CH:13]([CH3:17])[CH2:14][N:15]([C:2]2[CH:9]=[CH:8][C:5]([CH:6]=[O:7])=[CH:4][CH:3]=2)[CH2:16]1. The yield is 0.570. (5) The reactants are [Br:1][C:2]1[CH:7]=[C:6](Br)[C:5]([N+:9]([O-:11])=[O:10])=[CH:4][N:3]=1.[NH2:12][CH:13]([CH3:17])[CH2:14][C:15]#[N:16].C(N(CC)CC)C. The catalyst is C(O)CCC. The product is [Br:1][C:2]1[CH:7]=[C:6]([NH:12][CH:13]([CH3:17])[CH2:14][C:15]#[N:16])[C:5]([N+:9]([O-:11])=[O:10])=[CH:4][N:3]=1. The yield is 0.600.